This data is from Reaction yield outcomes from USPTO patents with 853,638 reactions. The task is: Predict the reaction yield, written as a fraction of the theoretical maximum amount of product (1.0 means a 100% yield; for example, 0.34 means a 34% yield). (1) The reactants are [CH2:1]([O:3][C:4]1[CH:5]=[C:6]2[C:11](=[C:12]3[CH2:16][C:15]([CH3:18])([CH3:17])[O:14][C:13]=13)[C:10]([C:19]1[CH:24]=[CH:23][C:22]([CH2:25][CH2:26][C:27]([O:29]CC)=[O:28])=[CH:21][CH:20]=1)=[N:9][C:8]([CH3:33])([CH3:32])[CH2:7]2)[CH3:2].[OH-].[Na+].Cl. The catalyst is C(O)C. The product is [CH2:1]([O:3][C:4]1[CH:5]=[C:6]2[C:11](=[C:12]3[CH2:16][C:15]([CH3:18])([CH3:17])[O:14][C:13]=13)[C:10]([C:19]1[CH:20]=[CH:21][C:22]([CH2:25][CH2:26][C:27]([OH:29])=[O:28])=[CH:23][CH:24]=1)=[N:9][C:8]([CH3:32])([CH3:33])[CH2:7]2)[CH3:2]. The yield is 0.990. (2) The reactants are C(Cl)(Cl)Cl.[F:5][C:6]1[CH:11]=[CH:10][C:9]([CH:12]2[C:16]([OH:17])=[C:15]([C:18]([CH3:20])=[O:19])[CH2:14][S:13]2)=[CH:8][CH:7]=1.S(Cl)(Cl)(=O)=O. The catalyst is O. The product is [F:5][C:6]1[CH:7]=[CH:8][C:9]([C:12]2[S:13][CH:14]=[C:15]([C:18]([CH3:20])=[O:19])[C:16]=2[OH:17])=[CH:10][CH:11]=1. The yield is 0.500. (3) The yield is 0.500. The product is [NH2:1][C:2]1[N:7]=[C:6]([CH3:8])[C:5]([CH2:9][NH:10][C:11](=[O:17])[O:12][C:13]([CH3:14])([CH3:16])[CH3:15])=[CH:4][C:3]=1[Br:25]. The reactants are [NH2:1][C:2]1[N:7]=[C:6]([CH3:8])[C:5]([CH2:9][NH:10][C:11](=[O:17])[O:12][C:13]([CH3:16])([CH3:15])[CH3:14])=[CH:4][CH:3]=1.C1C(=O)N([Br:25])C(=O)C1. The catalyst is C(Cl)Cl. (4) The reactants are C(Cl)(=O)OC(Cl)C.C([N:15]1[CH2:20][CH2:19][C:18]([C:25]2[N:30]=[C:29]([Cl:31])[N:28]=[C:27]([N:32]3[CH2:37][CH2:36][O:35][CH2:34][CH2:33]3)[CH:26]=2)([S:21]([CH3:24])(=[O:23])=[O:22])[CH2:17][CH2:16]1)C1C=CC=CC=1.[C:46](O[C:46]([O:48][C:49]([CH3:52])([CH3:51])[CH3:50])=[O:47])([O:48][C:49]([CH3:52])([CH3:51])[CH3:50])=[O:47].C(N(C(C)C)C(C)C)C. The catalyst is C(Cl)Cl.CO. The product is [Cl:31][C:29]1[N:30]=[C:25]([C:18]2([S:21]([CH3:24])(=[O:23])=[O:22])[CH2:17][CH2:16][N:15]([C:46]([O:48][C:49]([CH3:50])([CH3:51])[CH3:52])=[O:47])[CH2:20][CH2:19]2)[CH:26]=[C:27]([N:32]2[CH2:37][CH2:36][O:35][CH2:34][CH2:33]2)[N:28]=1. The yield is 0.530. (5) The reactants are [N:1]1([C:5](=O)[C@@H:6]([NH:10][C:11](=O)OC(C)(C)C)[CH:7]2[CH2:9][CH2:8]2)[CH2:4][CH2:3][CH2:2]1.[H-].[H-].[H-].[H-].[Li+].[Al+3].[O-]S([O-])(=O)=O.[Na+].[Na+].[OH-].[Na+]. The catalyst is C1COCC1.CCO.O. The product is [N:1]1([CH2:5][C@H:6]([CH:7]2[CH2:9][CH2:8]2)[NH:10][CH3:11])[CH2:4][CH2:3][CH2:2]1. The yield is 0.370. (6) The reactants are [C:1]([O:4][C@H:5]1[CH2:22][CH2:21][C@@:20]2([CH3:23])[C@@H:7]([CH2:8][CH2:9][C@:10]3([CH3:46])[C@@H:19]2[CH2:18][CH2:17][C@H:16]2[C@@:11]3([CH3:45])[CH2:12][CH2:13][C@@:14]3([CH:31]([OH:44])[CH2:32][NH:33][C:34]4([C:37]5[N:42]=[CH:41][C:40]([Cl:43])=[CH:39][N:38]=5)[CH2:36][CH2:35]4)[CH2:26][C:25](=[O:27])[C:24]([CH:28]([CH3:30])[CH3:29])=[C:15]32)[C:6]1([CH3:48])[CH3:47])(=[O:3])[CH3:2].[O:49](C(OC(C)(C)C)=O)[C:50](OC(C)(C)C)=O. The catalyst is ClCCl. The product is [C:1]([O:4][C@H:5]1[CH2:22][CH2:21][C@@:20]2([CH3:23])[C@@H:7]([CH2:8][CH2:9][C@:10]3([CH3:46])[C@@H:19]2[CH2:18][CH2:17][C@H:16]2[C@@:11]3([CH3:45])[CH2:12][CH2:13][C@@:14]3([CH:31]4[O:44][C:50](=[O:49])[N:33]([C:34]5([C:37]6[N:38]=[CH:39][C:40]([Cl:43])=[CH:41][N:42]=6)[CH2:36][CH2:35]5)[CH2:32]4)[CH2:26][C:25](=[O:27])[C:24]([CH:28]([CH3:30])[CH3:29])=[C:15]32)[C:6]1([CH3:48])[CH3:47])(=[O:3])[CH3:2]. The yield is 0.840.